Predict the reaction yield, written as a fraction of the theoretical maximum amount of product (1.0 means a 100% yield; for example, 0.34 means a 34% yield). From a dataset of Reaction yield outcomes from USPTO patents with 853,638 reactions. (1) The reactants are C(OC(=O)[NH:7][C:8]1[CH:13]=[CH:12][C:11]([O:14][C:15]2[CH:20]=[CH:19][C:18]([C:21](=[O:30])[NH:22][C:23]3[CH:28]=[CH:27][C:26]([Br:29])=[CH:25][CH:24]=3)=[CH:17][C:16]=2[NH:31][C:32]2[C:33]3[CH:41]=[CH:40][C:39]([CH:42]([CH3:44])[CH3:43])=[N:38][C:34]=3[N:35]=[CH:36][N:37]=2)=[CH:10][CH:9]=1)(C)(C)C.FC(F)(F)C(O)=O. The catalyst is C(Cl)Cl. The product is [NH2:7][C:8]1[CH:13]=[CH:12][C:11]([O:14][C:15]2[CH:20]=[CH:19][C:18]([C:21]([NH:22][C:23]3[CH:28]=[CH:27][C:26]([Br:29])=[CH:25][CH:24]=3)=[O:30])=[CH:17][C:16]=2[NH:31][C:32]2[C:33]3[CH:41]=[CH:40][C:39]([CH:42]([CH3:43])[CH3:44])=[N:38][C:34]=3[N:35]=[CH:36][N:37]=2)=[CH:10][CH:9]=1. The yield is 0.750. (2) The reactants are [CH:1]1([CH2:4][N:5]2[C:9]([CH:10]=[O:11])=[CH:8][N:7]=[CH:6]2)[CH2:3][CH2:2]1.C(=O)([O-])[O-].[K+].[K+].[F:18][C:19]([Si](C)(C)C)([F:21])[F:20]. The catalyst is CN(C)C=O. The product is [CH:1]1([CH2:4][N:5]2[C:9]([CH:10]([OH:11])[C:19]([F:21])([F:20])[F:18])=[CH:8][N:7]=[CH:6]2)[CH2:2][CH2:3]1. The yield is 0.660. (3) The reactants are [CH3:1][C:2]1[CH:10]=[C:9](C)[CH:8]=[C:7]([CH3:12])[C:3]=1[C:4](Cl)=[O:5].[OH:13]/[N:14]=[C:15](/[C:17]1[CH:25]=[CH:24][C:20]2[O:21][CH2:22][O:23][C:19]=2[CH:18]=1)\[NH2:16].C(Cl)Cl.CCOCC.[CH3:34][CH2:35][CH2:36]CC. The catalyst is C1COCC1. The product is [CH3:12][C:7]1[CH:8]=[CH:9][C:10]2[C:2](=[CH:1][CH:34]=[CH:35][CH:36]=2)[C:3]=1[C:4]([O:13]/[N:14]=[C:15](/[C:17]1[CH:25]=[CH:24][C:20]2[O:21][CH2:22][O:23][C:19]=2[CH:18]=1)\[NH2:16])=[O:5]. The yield is 0.780.